Dataset: Peptide-MHC class I binding affinity with 185,985 pairs from IEDB/IMGT. Task: Regression. Given a peptide amino acid sequence and an MHC pseudo amino acid sequence, predict their binding affinity value. This is MHC class I binding data. (1) The peptide sequence is ALTGTEKLI. The MHC is HLA-A02:01 with pseudo-sequence HLA-A02:01. The binding affinity (normalized) is 0. (2) The peptide sequence is MVFQHFHLF. The MHC is HLA-B07:02 with pseudo-sequence HLA-B07:02. The binding affinity (normalized) is 0.0847. (3) The peptide sequence is EEDLPVTWR. The MHC is HLA-B27:05 with pseudo-sequence HLA-B27:05. The binding affinity (normalized) is 0.0847. (4) The peptide sequence is LQAGFFLLTR. The MHC is HLA-A02:03 with pseudo-sequence HLA-A02:03. The binding affinity (normalized) is 0.206. (5) The peptide sequence is SQAELTSNCT. The MHC is HLA-A02:03 with pseudo-sequence HLA-A02:03. The binding affinity (normalized) is 0.298. (6) The peptide sequence is HHYSQAAVL. The MHC is HLA-A03:01 with pseudo-sequence HLA-A03:01. The binding affinity (normalized) is 0.0847.